From a dataset of Catalyst prediction with 721,799 reactions and 888 catalyst types from USPTO. Predict which catalyst facilitates the given reaction. (1) The catalyst class is: 2. Product: [ClH:21].[Cl:21][CH2:17][C:16]1[C:11]([C:10]2[N:6]([CH:1]3[CH2:5][CH2:4][CH2:3][CH2:2]3)[N:7]=[CH:8][CH:9]=2)=[N:12][CH:13]=[CH:14][CH:15]=1. Reactant: [CH:1]1([N:6]2[C:10]([C:11]3[C:16]([CH2:17]O)=[CH:15][CH:14]=[CH:13][N:12]=3)=[CH:9][CH:8]=[N:7]2)[CH2:5][CH2:4][CH2:3][CH2:2]1.O=S(Cl)[Cl:21]. (2) Reactant: [NH2:1][C:2]1[C:10]([Cl:11])=[CH:9][C:5]([C:6]([OH:8])=[O:7])=[C:4]([O:12][CH3:13])[CH:3]=1.[CH2:14](O)[CH3:15]. Product: [C:6]([OH:8])(=[O:7])[CH3:5].[NH2:1][C:2]1[C:10]([Cl:11])=[CH:9][C:5]([C:6]([O:8][CH2:14][CH3:15])=[O:7])=[C:4]([O:12][CH3:13])[CH:3]=1. The catalyst class is: 65. (3) Reactant: [NH2:1][C:2]1[N:7]=[C:6]([C:8]2[O:9][CH:10]=[CH:11][CH:12]=2)[C:5]([C:13]#[N:14])=[C:4](S(C)=O)[N:3]=1.[CH3:18][C:19]1[C:20]([CH2:26][OH:27])=[N:21][CH:22]=[C:23]([CH3:25])[CH:24]=1.C1CCN2C(=NCCC2)CC1. Product: [NH2:1][C:2]1[N:3]=[C:4]([O:27][CH2:26][C:20]2[C:19]([CH3:18])=[CH:24][C:23]([CH3:25])=[CH:22][N:21]=2)[C:5]([C:13]#[N:14])=[C:6]([C:8]2[O:9][CH:10]=[CH:11][CH:12]=2)[N:7]=1. The catalyst class is: 57. (4) The catalyst class is: 5. Product: [CH2:3]([CH:4]1[CH2:5][NH:6][C:10](=[O:11])[CH:9]1[C:14]([O:16][CH3:17])=[O:15])[CH:2]([CH3:18])[CH3:1]. Reactant: [CH3:1][CH:2]([CH3:18])[CH2:3][CH:4]([CH:9]([C:14]([O:16][CH3:17])=[O:15])[C:10](OC)=[O:11])[CH2:5][N+:6]([O-])=O. (5) Reactant: [CH3:1][N:2]1[CH2:7][CH2:6][N:5]([CH2:8][C:9]2[CH:16]=[CH:15][C:12](C#N)=[CH:11][CH:10]=2)[CH2:4][CH2:3]1.C[Mg]Br.C([O:22][CH2:23][CH3:24])C.Cl. Product: [CH3:1][N:2]1[CH2:7][CH2:6][N:5]([CH2:8][C:9]2[CH:16]=[CH:15][C:12]([C:23](=[O:22])[CH3:24])=[CH:11][CH:10]=2)[CH2:4][CH2:3]1. The catalyst class is: 11. (6) Reactant: [F:1][CH:2]([F:14])[O:3][C:4]1[CH:13]=[CH:12][C:7]([C:8](OC)=[O:9])=[CH:6][N:5]=1.CC(C[AlH]CC(C)C)C.[OH-].[Na+].C([O-])(O)=O.[Na+]. Product: [F:14][CH:2]([F:1])[O:3][C:4]1[N:5]=[CH:6][C:7]([CH2:8][OH:9])=[CH:12][CH:13]=1. The catalyst class is: 93. (7) Reactant: [CH3:1][C:2]1[CH:7]=[CH:6][CH:5]=[CH:4][C:3]=1[C:8]1[C:9]2[CH:16]=[C:15]([CH:17]=[O:18])[CH:14]=[CH:13][C:10]=2[S:11][CH:12]=1.C1(C)C=CC=CC=1.CO.[BH4-].[Na+]. Product: [CH3:1][C:2]1[CH:7]=[CH:6][CH:5]=[CH:4][C:3]=1[C:8]1[C:9]2[CH:16]=[C:15]([CH2:17][OH:18])[CH:14]=[CH:13][C:10]=2[S:11][CH:12]=1. The catalyst class is: 14. (8) Reactant: [CH2:1]([N:8]1[C:12](=[O:13])[NH:11][N:10]=[C:9]1[CH2:14][O:15]C(C1C=CC=CC=1)(C1C=CC=CC=1)C1C=CC=CC=1)[CH2:2][CH2:3][CH2:4][CH2:5][CH2:6][CH3:7].C[CH:36](Br)[C:37]1[CH:42]=[CH:41][CH:40]=[CH:39][CH:38]=1.[C:44](=O)([O-])[O-].[K+].[K+].CN(C=O)C. Product: [CH2:1]([N:8]1[C:12](=[O:13])[N:11]([CH2:44][C:40]2[CH:39]=[CH:38][C:37]([CH3:36])=[CH:42][CH:41]=2)[N:10]=[C:9]1[CH2:14][OH:15])[CH2:2][CH2:3][CH2:4][CH2:5][CH2:6][CH3:7]. The catalyst class is: 6.